From a dataset of Full USPTO retrosynthesis dataset with 1.9M reactions from patents (1976-2016). Predict the reactants needed to synthesize the given product. (1) Given the product [CH2:1]([S:3]([N:6]1[CH2:7][CH2:8][C:9]([CH2:15][CH:16]2[CH2:20][CH2:19][CH2:18][O:17]2)([C:12]#[N:13])[CH2:10][CH2:11]1)(=[O:4])=[O:5])[CH3:2], predict the reactants needed to synthesize it. The reactants are: [CH2:1]([S:3]([N:6]1[CH2:11][CH2:10][CH:9]([C:12]#[N:13])[CH2:8][CH2:7]1)(=[O:5])=[O:4])[CH3:2].Br[CH2:15][CH:16]1[CH2:20][CH2:19][CH2:18][O:17]1. (2) Given the product [C:46]([O:45][C:43]([N:30]1[C@H:31]([C:40]([NH:2][C@H:3]([CH2:22][C:23]2[CH:28]=[CH:27][C:26]([Cl:29])=[CH:25][CH:24]=2)[C:4]([N:6]2[CH2:7][CH2:8][N:9]([C:12]3[CH:21]=[CH:20][CH:19]=[CH:18][C:13]=3[C:14]([O:16][CH3:17])=[O:15])[CH2:10][CH2:11]2)=[O:5])=[O:41])[CH2:32][C:33]2[C:38](=[CH:37][CH:36]=[CH:35][CH:34]=2)[CH2:39]1)=[O:44])([CH3:49])([CH3:48])[CH3:47], predict the reactants needed to synthesize it. The reactants are: Cl.[NH2:2][C@H:3]([CH2:22][C:23]1[CH:28]=[CH:27][C:26]([Cl:29])=[CH:25][CH:24]=1)[C:4]([N:6]1[CH2:11][CH2:10][N:9]([C:12]2[CH:21]=[CH:20][CH:19]=[CH:18][C:13]=2[C:14]([O:16][CH3:17])=[O:15])[CH2:8][CH2:7]1)=[O:5].[N:30]1([C:43]([O:45][C:46]([CH3:49])([CH3:48])[CH3:47])=[O:44])[CH2:39][C:38]2[C:33](=[CH:34][CH:35]=[CH:36][CH:37]=2)[CH2:32][C@H:31]1[C:40](O)=[O:41].C1C=NC2N(O)N=NC=2C=1.C(Cl)CCl.CCN(C(C)C)C(C)C. (3) Given the product [CH2:1]([O:8][C:9]1[C:10]([C:25]([OH:27])=[O:26])=[N:11][N:12]2[CH:17]([C:18]3[CH:23]=[CH:22][CH:21]=[CH:20][CH:19]=3)[CH2:16][N:15]([CH2:34][C:33]3[CH:36]=[CH:37][C:30]([F:29])=[CH:31][CH:32]=3)[C:14](=[O:24])[C:13]=12)[C:2]1[CH:3]=[CH:4][CH:5]=[CH:6][CH:7]=1, predict the reactants needed to synthesize it. The reactants are: [CH2:1]([O:8][C:9]1[C:10]([C:25]([O:27]C)=[O:26])=[N:11][N:12]2[CH:17]([C:18]3[CH:23]=[CH:22][CH:21]=[CH:20][CH:19]=3)[CH2:16][NH:15][C:14](=[O:24])[C:13]=12)[C:2]1[CH:7]=[CH:6][CH:5]=[CH:4][CH:3]=1.[F:29][C:30]1[CH:37]=[CH:36][C:33]([CH2:34]Br)=[CH:32][CH:31]=1.[OH-].[Na+]. (4) Given the product [Cl:25][C:13]1[C:12]([C:8]2[CH:9]=[CH:10][CH:11]=[C:6]([C:4](=[O:5])[CH:27]([CH3:29])[CH3:28])[CH:7]=2)=[CH:21][C:20]([CH3:32])=[C:19]2[C:14]=1[C:15]([CH3:24])=[CH:16][C:17]([CH3:23])([CH3:22])[NH:18]2, predict the reactants needed to synthesize it. The reactants are: CON(C)[C:4]([C:6]1[CH:7]=[C:8]([C:12]2[C:13]([Cl:25])=[C:14]3[C:19](=[CH:20][CH:21]=2)[NH:18][C:17]([CH3:23])([CH3:22])[CH:16]=[C:15]3[CH3:24])[CH:9]=[CH:10][CH:11]=1)=[O:5].[CH:27]([Mg]Cl)([CH3:29])[CH3:28].[CH2:32]1COCC1. (5) Given the product [C:40]([O:39][C:37](=[O:38])[N:20]([CH:10]1[CH:11]([C:13]2[CH:18]=[CH:17][C:16]([Cl:19])=[CH:15][CH:14]=2)[CH2:12][N:8]([CH2:1][C:2]2[CH:7]=[CH:6][CH:5]=[CH:4][CH:3]=2)[CH2:9]1)[CH3:21])([CH3:41])([CH3:42])[CH3:43], predict the reactants needed to synthesize it. The reactants are: [CH2:1]([N:8]1[CH2:12][CH:11]([C:13]2[CH:18]=[CH:17][C:16]([Cl:19])=[CH:15][CH:14]=2)[CH:10]([NH:20][CH3:21])[CH2:9]1)[C:2]1[CH:7]=[CH:6][CH:5]=[CH:4][CH:3]=1.CCN(CC)CC.[CH3:41][C:40]([O:39][C:37](O[C:37]([O:39][C:40]([CH3:43])([CH3:42])[CH3:41])=[O:38])=[O:38])([CH3:43])[CH3:42]. (6) Given the product [Cl:17][C:10]1[CH:11]=[CH:12][N:13]=[C:8]([NH:7][C:6]2[N:2]([CH3:1])[N:3]=[CH:4][CH:5]=2)[N:9]=1, predict the reactants needed to synthesize it. The reactants are: [CH3:1][N:2]1[C:6]([NH:7][C:8]2[NH:9][C:10](=O)[CH:11]=[CH:12][N:13]=2)=[CH:5][CH:4]=[N:3]1.O=P(Cl)(Cl)[Cl:17]. (7) The reactants are: [N+](=[C:3]1[C:11]2[C:6](=[CH:7][CH:8]=[CH:9][CH:10]=2)[NH:5][C:4]1=[O:12])=[N-].[CH3:13][O:14][C:15]1[O:16][CH:17]=[CH:18][CH:19]=1. Given the product [O:12]=[C:4]1[NH:5][C:6]2[C:11](/[C:3]/1=[CH:17]\[CH:18]=[CH:19]/[C:15]([O:14][CH3:13])=[O:16])=[CH:10][CH:9]=[CH:8][CH:7]=2, predict the reactants needed to synthesize it. (8) Given the product [CH3:12][C:9]1[CH:10]=[CH:11][C:6]([O:5][CH2:2][CH2:3][OH:4])=[N:7][CH:8]=1, predict the reactants needed to synthesize it. The reactants are: Br[CH2:2][CH2:3][OH:4].[OH:5][C:6]1[CH:11]=[CH:10][C:9]([CH3:12])=[CH:8][N:7]=1.C(=O)([O-])[O-].[K+].[K+]. (9) Given the product [Cl:1][C:2]1[CH:3]=[C:4]([NH:9][C:10]2[N:15]=[C:14]([C:16]3[C:17]([C:25]4[CH:26]=[C:27]([NH:31][C:32](=[O:41])[C:33]5[C:38]([F:39])=[CH:37][CH:36]=[CH:35][C:34]=5[F:40])[CH:28]=[CH:29][CH:30]=4)=[N:18][N:19]4[CH:24]=[CH:23][CH:22]=[CH:21][C:20]=34)[CH:13]=[CH:12][N:11]=2)[CH:5]=[CH:6][C:7]=1[O:8][CH2:47][CH2:48][O:49][CH3:50], predict the reactants needed to synthesize it. The reactants are: [Cl:1][C:2]1[CH:3]=[C:4]([NH:9][C:10]2[N:15]=[C:14]([C:16]3[C:17]([C:25]4[CH:26]=[C:27]([NH:31][C:32](=[O:41])[C:33]5[C:38]([F:39])=[CH:37][CH:36]=[CH:35][C:34]=5[F:40])[CH:28]=[CH:29][CH:30]=4)=[N:18][N:19]4[CH:24]=[CH:23][CH:22]=[CH:21][C:20]=34)[CH:13]=[CH:12][N:11]=2)[CH:5]=[CH:6][C:7]=1[OH:8].Cl.ClCCN1C[CH2:50][O:49][CH2:48][CH2:47]1. (10) Given the product [C:20]([N:24]1[CH:28]=[C:27]([C:29]2[N:34]=[C:33]([O:1][C@@H:2]([C@H:4]3[CH2:8][N:7]([C@H:9]([C:11]4[CH:12]=[CH:13][C:14]([O:17][CH3:18])=[CH:15][CH:16]=4)[CH3:10])[C:6](=[O:19])[CH2:5]3)[CH3:3])[C:32]3=[CH:36][N:37]([CH3:39])[N:38]=[C:31]3[CH:30]=2)[CH:26]=[N:25]1)([CH3:23])([CH3:22])[CH3:21], predict the reactants needed to synthesize it. The reactants are: [OH:1][C@@H:2]([C@H:4]1[CH2:8][N:7]([C@H:9]([C:11]2[CH:16]=[CH:15][C:14]([O:17][CH3:18])=[CH:13][CH:12]=2)[CH3:10])[C:6](=[O:19])[CH2:5]1)[CH3:3].[C:20]([N:24]1[CH:28]=[C:27]([C:29]2[N:34]=[C:33](Cl)[C:32]3=[CH:36][N:37]([CH3:39])[N:38]=[C:31]3[CH:30]=2)[CH:26]=[N:25]1)([CH3:23])([CH3:22])[CH3:21].[H-].[Na+].Cl.